This data is from Full USPTO retrosynthesis dataset with 1.9M reactions from patents (1976-2016). The task is: Predict the reactants needed to synthesize the given product. (1) Given the product [CH2:17]([C:2]1([OH:1])[CH2:3][CH2:4][N:5]([C:8]([O:10][C:11]([CH3:14])([CH3:13])[CH3:12])=[O:9])[CH2:6][CH2:7]1)[CH:16]=[CH2:15], predict the reactants needed to synthesize it. The reactants are: [O:1]=[C:2]1[CH2:7][CH2:6][N:5]([C:8]([O:10][C:11]([CH3:14])([CH3:13])[CH3:12])=[O:9])[CH2:4][CH2:3]1.[CH2:15](Br)[CH:16]=[CH2:17].[Cl-].[NH4+]. (2) Given the product [CH:1]1[C:2]([CH2:10][C@@H:11]([NH2:28])[CH2:12][C:13]([N:15]2[CH2:27][C:19]3=[N:20][N:21]=[C:22]([C:23]([F:26])([F:25])[F:24])[N:18]3[CH2:17][CH2:16]2)=[O:14])=[C:3]([F:9])[CH:4]=[C:5]([F:8])[C:6]=1[F:7].[C:29]([O-:37])(=[O:36])[C@H:30]([CH2:32][C:33]([O-:35])=[O:34])[OH:31], predict the reactants needed to synthesize it. The reactants are: [CH:1]1[C:2]([CH2:10][C@@H:11]([NH2:28])[CH2:12][C:13]([N:15]2[CH2:27][C:19]3=[N:20][N:21]=[C:22]([C:23]([F:26])([F:25])[F:24])[N:18]3[CH2:17][CH2:16]2)=[O:14])=[C:3]([F:9])[CH:4]=[C:5]([F:8])[C:6]=1[F:7].[C:29]([OH:37])(=[O:36])[C@H:30]([CH2:32][C:33]([OH:35])=[O:34])[OH:31]. (3) Given the product [Si:1]([O:8][CH2:9][CH2:10][C@H:11]1[CH2:22][CH2:21][C:20]2[S:19][C:18]3[C:13](=[C:14]([O:38][CH:35]4[CH2:34][CH2:33][CH:32]([N:26]5[CH2:31][CH2:30][O:29][CH2:28][CH2:27]5)[CH2:37][CH2:36]4)[N:15]=[CH:16][N:17]=3)[C:12]1=2)([C:4]([CH3:7])([CH3:6])[CH3:5])([CH3:3])[CH3:2], predict the reactants needed to synthesize it. The reactants are: [Si:1]([O:8][CH2:9][CH2:10][C@H:11]1[CH2:22][CH2:21][C:20]2[S:19][C:18]3[N:17]=[CH:16][N:15]=[C:14](Cl)[C:13]=3[C:12]1=2)([C:4]([CH3:7])([CH3:6])[CH3:5])([CH3:3])[CH3:2].[H-].[Na+].[N:26]1([C@H:32]2[CH2:37][CH2:36][C@H:35]([OH:38])[CH2:34][CH2:33]2)[CH2:31][CH2:30][O:29][CH2:28][CH2:27]1.